The task is: Predict the reaction yield, written as a fraction of the theoretical maximum amount of product (1.0 means a 100% yield; for example, 0.34 means a 34% yield).. This data is from Reaction yield outcomes from USPTO patents with 853,638 reactions. The yield is 0.570. The reactants are [C:1]1([N:7]2[C:12](=[O:13])[C:11]3[S:14][CH:15]=[C:16]([C:17]4[CH:22]=[CH:21][CH:20]=[CH:19][CH:18]=4)[C:10]=3[N:9]=[CH:8]2)[CH:6]=[CH:5][CH:4]=[CH:3][CH:2]=1.N[C:24]1C(C2C=CC=CC=2)=CS[C:25]=1C(OC)=O.C(OCC)(OCC)OCC.C1(N)CCCCCCC1. The catalyst is C(O)(=O)C. The product is [CH:1]1([N:7]2[C:12](=[O:13])[C:11]3[S:14][CH:15]=[C:16]([C:17]4[CH:22]=[CH:21][CH:20]=[CH:19][CH:18]=4)[C:10]=3[N:9]=[CH:8]2)[CH2:2][CH2:25][CH2:24][CH2:3][CH2:4][CH2:5][CH2:6]1.